From a dataset of Peptide-MHC class I binding affinity with 185,985 pairs from IEDB/IMGT. Regression. Given a peptide amino acid sequence and an MHC pseudo amino acid sequence, predict their binding affinity value. This is MHC class I binding data. (1) The peptide sequence is SIYYTLVRM. The MHC is HLA-B27:03 with pseudo-sequence HLA-B27:03. The binding affinity (normalized) is 0.0847. (2) The peptide sequence is KPKLARGEL. The MHC is HLA-B58:01 with pseudo-sequence HLA-B58:01. The binding affinity (normalized) is 0.0847. (3) The peptide sequence is KRQQELLRL. The MHC is Mamu-B03 with pseudo-sequence Mamu-B03. The binding affinity (normalized) is 0.766. (4) The peptide sequence is LRYGNVLDV. The MHC is HLA-B27:03 with pseudo-sequence HLA-B27:03. The binding affinity (normalized) is 0.0847. (5) The peptide sequence is NLYISDYKM. The MHC is HLA-A02:03 with pseudo-sequence HLA-A02:03. The binding affinity (normalized) is 0.0629. (6) The peptide sequence is EPGQLKLNWF. The MHC is HLA-B53:01 with pseudo-sequence HLA-B53:01. The binding affinity (normalized) is 0.410. (7) The peptide sequence is VGNVYVKF. The MHC is HLA-B15:03 with pseudo-sequence HLA-B15:03. The binding affinity (normalized) is 0.410. (8) The peptide sequence is NRSGSQQWR. The MHC is HLA-A29:02 with pseudo-sequence HLA-A29:02. The binding affinity (normalized) is 0. (9) The peptide sequence is AMGAASLTL. The MHC is HLA-A68:02 with pseudo-sequence HLA-A68:02. The binding affinity (normalized) is 0.0339. (10) The peptide sequence is RRIFDLIEL. The MHC is HLA-B53:01 with pseudo-sequence HLA-B53:01. The binding affinity (normalized) is 0.249.